Dataset: Forward reaction prediction with 1.9M reactions from USPTO patents (1976-2016). Task: Predict the product of the given reaction. (1) Given the reactants Cl.[CH3:2][O:3][C:4](=[O:27])[C@H:5]([CH2:7][C:8]1[CH:13]=[CH:12][C:11]([C:14]2[C:15](=[O:26])[N:16]([CH3:25])[C:17]([C:21]([F:24])([F:23])[F:22])=[CH:18][C:19]=2[CH3:20])=[CH:10][CH:9]=1)[NH2:6].[Cl:28][C:29]1[CH:37]=[CH:36][CH:35]=[C:34]([Cl:38])[C:30]=1[C:31](Cl)=[O:32].CCN(C(C)C)C(C)C, predict the reaction product. The product is: [CH3:2][O:3][C:4](=[O:27])[C@H:5]([CH2:7][C:8]1[CH:9]=[CH:10][C:11]([C:14]2[C:15](=[O:26])[N:16]([CH3:25])[C:17]([C:21]([F:22])([F:23])[F:24])=[CH:18][C:19]=2[CH3:20])=[CH:12][CH:13]=1)[NH:6][C:31]([C:30]1[C:29]([Cl:28])=[CH:37][CH:36]=[CH:35][C:34]=1[Cl:38])=[O:32]. (2) Given the reactants [Cl:1][C:2]1[CH:7]=[C:6]([F:8])[CH:5]=[CH:4][C:3]=1[S:9]([C@H:12]1[CH2:16][NH:15][C@H:14]([C:17]([NH:19][C:20]2([C:23]#[N:24])[CH2:22][CH2:21]2)=[O:18])[CH2:13]1)(=[O:11])=[O:10].[CH2:25]([O:27][C:28]([N:30]1[CH2:35][CH2:34][CH:33]([N:36]2[CH2:39][CH2:38][CH:37]2[C:40]([O-])=[O:41])[CH2:32][CH2:31]1)=[O:29])[CH3:26].[Li+], predict the reaction product. The product is: [Cl:1][C:2]1[CH:7]=[C:6]([F:8])[CH:5]=[CH:4][C:3]=1[S:9]([C@H:12]1[CH2:16][N:15]([C:40]([CH:37]2[CH2:38][CH2:39][N:36]2[CH:33]2[CH2:32][CH2:31][N:30]([C:28]([O:27][CH2:25][CH3:26])=[O:29])[CH2:35][CH2:34]2)=[O:41])[C@H:14]([C:17](=[O:18])[NH:19][C:20]2([C:23]#[N:24])[CH2:22][CH2:21]2)[CH2:13]1)(=[O:10])=[O:11]. (3) Given the reactants [F:1][C:2]1[CH:3]=[C:4](I)[C:5]([C:8]([O:10][CH3:11])=[O:9])=[N:6][CH:7]=1.[O:13]1[CH2:16][CH:15]([NH2:17])[CH2:14]1.CC1(C)C2C(=C(P(C3C=CC=CC=3)C3C=CC=CC=3)C=CC=2)OC2C(P(C3C=CC=CC=3)C3C=CC=CC=3)=CC=CC1=2.C(=O)([O-])[O-].[Cs+].[Cs+], predict the reaction product. The product is: [F:1][C:2]1[CH:3]=[C:4]([NH:17][CH:15]2[CH2:16][O:13][CH2:14]2)[C:5]([C:8]([O:10][CH3:11])=[O:9])=[N:6][CH:7]=1. (4) The product is: [CH:1]([NH:14][C:15]1[CH:20]=[CH:19][C:18]([Cl:21])=[CH:17][C:16]=1[C:33]#[C:32][CH2:31][CH2:30][N:34]1[C:42](=[O:43])[C:41]2[C:36](=[CH:37][CH:38]=[CH:39][CH:40]=2)[C:35]1=[O:44])([C:8]1[CH:13]=[CH:12][CH:11]=[CH:10][CH:9]=1)[C:2]1[CH:7]=[CH:6][CH:5]=[CH:4][CH:3]=1. Given the reactants [CH:1]([NH:14][C:15]1[CH:20]=[CH:19][C:18]([Cl:21])=[CH:17][C:16]=1I)([C:8]1[CH:13]=[CH:12][CH:11]=[CH:10][CH:9]=1)[C:2]1[CH:7]=[CH:6][CH:5]=[CH:4][CH:3]=1.C(N(CC)CC)C.[CH2:30]([N:34]1[C:42](=[O:43])[C:41]2[C:36](=[CH:37][CH:38]=[CH:39][CH:40]=2)[C:35]1=[O:44])[CH2:31][C:32]#[CH:33].O, predict the reaction product.